The task is: Predict which catalyst facilitates the given reaction.. This data is from Catalyst prediction with 721,799 reactions and 888 catalyst types from USPTO. (1) Reactant: [C:1](#[N:3])[CH3:2].C([Li])CCC.CN(/[CH:12]=[N:13]/[C:14]1[C:23]([C:24]([O:26]C)=O)=[CH:22][C:21]2[C:16](=[CH:17][C:18]([O:30][CH3:31])=[C:19]([O:28][CH3:29])[CH:20]=2)[N:15]=1)C.C(O)(=O)C. Product: [CH3:29][O:28][C:19]1[C:18]([O:30][CH3:31])=[CH:17][C:16]2=[N:15][C:14]3[NH:13][CH:12]=[C:2]([C:1]#[N:3])[C:24](=[O:26])[C:23]=3[CH:22]=[C:21]2[CH:20]=1. The catalyst class is: 7. (2) Reactant: [Cl:1][C:2]1[CH:7]=[CH:6][C:5]([CH:8]([C:27]2[CH:32]=[CH:31][C:30]([Cl:33])=[CH:29][CH:28]=2)[N:9]2[CH2:14][CH2:13][N:12]([C:15]([O:17][CH:18]([C:23](OC)=[O:24])[C:19]([F:22])([F:21])[F:20])=[O:16])[CH2:11][CH2:10]2)=[CH:4][CH:3]=1.[CH3:34][NH2:35]. Product: [Cl:1][C:2]1[CH:7]=[CH:6][C:5]([CH:8]([C:27]2[CH:28]=[CH:29][C:30]([Cl:33])=[CH:31][CH:32]=2)[N:9]2[CH2:14][CH2:13][N:12]([C:15]([O:17][CH:18]([C:23]([NH:35][CH3:34])=[O:24])[C:19]([F:20])([F:21])[F:22])=[O:16])[CH2:11][CH2:10]2)=[CH:4][CH:3]=1. The catalyst class is: 1. (3) Reactant: C(O[BH-](OC(=O)C)OC(=O)C)(=O)C.[Na+].[C:15]([O:19][C:20]([N:22]1[C:30]2[C:25](=[CH:26][C:27]([C:31]3[CH:36]=[CH:35][C:34]([F:37])=[C:33]([CH:38]=O)[CH:32]=3)=[CH:28][CH:29]=2)[CH:24]=[N:23]1)=[O:21])([CH3:18])([CH3:17])[CH3:16].[NH2:40][CH2:41][CH2:42][CH2:43][N:44]1[CH2:48][CH2:47][CH2:46][CH2:45]1.C(O)(=O)C. Product: [C:15]([O:19][C:20]([N:22]1[C:30]2[C:25](=[CH:26][C:27]([C:31]3[CH:36]=[CH:35][C:34]([F:37])=[C:33]([CH2:38][NH:40][CH2:41][CH2:42][CH2:43][N:44]4[CH2:48][CH2:47][CH2:46][CH2:45]4)[CH:32]=3)=[CH:28][CH:29]=2)[CH:24]=[N:23]1)=[O:21])([CH3:18])([CH3:16])[CH3:17]. The catalyst class is: 576.